From a dataset of Reaction yield outcomes from USPTO patents with 853,638 reactions. Predict the reaction yield, written as a fraction of the theoretical maximum amount of product (1.0 means a 100% yield; for example, 0.34 means a 34% yield). (1) The reactants are [N+:1]([C:4]1[CH:9]=[CH:8][CH:7]=[CH:6][C:5]=1[S:10](Cl)(=[O:12])=[O:11])([O-:3])=[O:2].[CH2:14]([NH2:16])[CH3:15].C([O-])([O-])=O.[Na+].[Na+].O. The catalyst is C(OCC)(=O)C.C(Cl)Cl. The product is [CH2:14]([NH:16][S:10]([C:5]1[CH:6]=[CH:7][CH:8]=[CH:9][C:4]=1[N+:1]([O-:3])=[O:2])(=[O:12])=[O:11])[CH3:15]. The yield is 0.920. (2) The reactants are [CH3:1][O:2][C:3](=[O:29])[C@H:4]([CH3:28])[C@H:5]([N:12](CC1C=CC=CC=1)[C@@H](C1C=CC=CC=1)C)[C:6]1[CH:11]=[CH:10][CH:9]=[CH:8][CH:7]=1.CO.Cl. The catalyst is CCOC(C)=O. The product is [CH3:1][O:2][C:3](=[O:29])[C@H:4]([CH3:28])[C@H:5]([NH2:12])[C:6]1[CH:11]=[CH:10][CH:9]=[CH:8][CH:7]=1. The yield is 0.800. (3) The reactants are [C:1]([NH:4][C:5]1[S:6][C:7]([C:11]2[S:15][C:14]([S:16](Cl)(=[O:18])=[O:17])=[CH:13][CH:12]=2)=[C:8]([CH3:10])[N:9]=1)(=[O:3])[CH3:2].C(N(CC)CC)C.[CH3:27][O:28][CH2:29][CH2:30][NH:31][CH3:32]. The catalyst is C(Cl)Cl. The product is [CH3:27][O:28][CH2:29][CH2:30][N:31]([CH3:32])[S:16]([C:14]1[S:15][C:11]([C:7]2[S:6][C:5]([NH:4][C:1](=[O:3])[CH3:2])=[N:9][C:8]=2[CH3:10])=[CH:12][CH:13]=1)(=[O:18])=[O:17]. The yield is 0.830. (4) The reactants are CCN=C=NCCCN(C)C.[F:12][C:13]1[CH:18]=[C:17]([CH3:19])[CH:16]=[CH:15][C:14]=1[C:20]1[CH:25]=[C:24]([C:26]2[N:27]([CH:31]([CH3:33])[CH3:32])[N:28]=[CH:29][CH:30]=2)[CH:23]=[C:22]([C:34](O)=[O:35])[CH:21]=1.C1C=CC2N(O)N=NC=2C=1.CN1C(=O)CCC1.[NH2:54][CH:55]([CH3:58])[CH2:56][OH:57]. The catalyst is C(Cl)Cl. The product is [OH:57][CH2:56][CH:55]([NH:54][C:34]([C:22]1[CH:21]=[C:20]([C:14]2[CH:15]=[CH:16][C:17]([CH3:19])=[CH:18][C:13]=2[F:12])[CH:25]=[C:24]([C:26]2[N:27]([CH:31]([CH3:33])[CH3:32])[N:28]=[CH:29][CH:30]=2)[CH:23]=1)=[O:35])[CH3:58]. The yield is 0.460. (5) The reactants are Cl[C:2]([O:4][CH3:5])=[O:3].[CH3:6][C@H:7]1[CH2:16][CH2:15][C:14]2[C:9](=[CH:10][CH:11]=[C:12]([CH:21]3[CH2:26][CH2:25][NH:24][CH2:23][CH2:22]3)[C:13]=2[O:17][CH2:18][CH2:19][CH3:20])[N:8]1[C:27](=[O:29])[CH3:28].C(N(CC)CC)C. The catalyst is ClCCl. The product is [C:27]([N:8]1[C:9]2[C:14](=[C:13]([O:17][CH2:18][CH2:19][CH3:20])[C:12]([CH:21]3[CH2:26][CH2:25][N:24]([C:2]([O:4][CH3:5])=[O:3])[CH2:23][CH2:22]3)=[CH:11][CH:10]=2)[CH2:15][CH2:16][C@@H:7]1[CH3:6])(=[O:29])[CH3:28]. The yield is 0.890. (6) The product is [C:1]([C:3]1[CH:8]=[CH:7][C:6]([C:9]2[C:10](=[O:23])[N:11]([CH2:19][C:20]([Cl:27])=[O:21])[C:12]3([CH2:18][CH2:17][CH2:16][CH2:15][CH2:14]3)[N:13]=2)=[CH:5][CH:4]=1)#[N:2]. The yield is 0.960. The reactants are [C:1]([C:3]1[CH:8]=[CH:7][C:6]([C:9]2[C:10](=[O:23])[N:11]([CH2:19][C:20](O)=[O:21])[C:12]3([CH2:18][CH2:17][CH2:16][CH2:15][CH2:14]3)[N:13]=2)=[CH:5][CH:4]=1)#[N:2].C(Cl)(=O)C([Cl:27])=O. The catalyst is CN(C=O)C.C(Cl)Cl.